Predict the product of the given reaction. From a dataset of Forward reaction prediction with 1.9M reactions from USPTO patents (1976-2016). Given the reactants C(OOC(C)(CCC(OOC(C)(C)C)(C)C)C)(C)(C)C.C(OOC(C1C=CC=CC=1)(C)C)(C)(C)C.C(OOC(C)(C)C)(C)(C)C.[C:46]([O:55][O:56][C:57]([C:60]1C=CC=C[CH:61]=1)([CH3:59])[CH3:58])([C:49]1C=CC=C[CH:50]=1)([CH3:48])[CH3:47].C(OC(=O)CCC(OOC(C)(C)C)(OOC(C)(C)C)C)CCC.C(OOC1(OOC(C)(C)C)CC(C)CC(C)(C)C1)(C)(C)C.C(OOOC(C)(C)C)(=O)C1C=CC=CC=1, predict the reaction product. The product is: [C:57]([O:56][O:55][C:46]([CH2:49][CH3:50])([CH3:48])[CH3:47])([CH2:60][CH3:61])([CH3:59])[CH3:58].